This data is from NCI-60 drug combinations with 297,098 pairs across 59 cell lines. The task is: Regression. Given two drug SMILES strings and cell line genomic features, predict the synergy score measuring deviation from expected non-interaction effect. (1) Drug 1: CNC(=O)C1=CC=CC=C1SC2=CC3=C(C=C2)C(=NN3)C=CC4=CC=CC=N4. Drug 2: CC(C)(C#N)C1=CC(=CC(=C1)CN2C=NC=N2)C(C)(C)C#N. Cell line: OVCAR3. Synergy scores: CSS=3.75, Synergy_ZIP=1.57, Synergy_Bliss=3.69, Synergy_Loewe=-0.395, Synergy_HSA=0.525. (2) Cell line: SNB-75. Synergy scores: CSS=30.2, Synergy_ZIP=2.02, Synergy_Bliss=2.60, Synergy_Loewe=-26.1, Synergy_HSA=1.86. Drug 2: C1C(C(OC1N2C=NC3=C(N=C(N=C32)Cl)N)CO)O. Drug 1: CC1=C2C(C(=O)C3(C(CC4C(C3C(C(C2(C)C)(CC1OC(=O)C(C(C5=CC=CC=C5)NC(=O)OC(C)(C)C)O)O)OC(=O)C6=CC=CC=C6)(CO4)OC(=O)C)OC)C)OC. (3) Drug 1: CC1C(C(CC(O1)OC2CC(CC3=C2C(=C4C(=C3O)C(=O)C5=C(C4=O)C(=CC=C5)OC)O)(C(=O)CO)O)N)O.Cl. Drug 2: C1=NNC2=C1C(=O)NC=N2. Cell line: UACC-257. Synergy scores: CSS=-0.00250, Synergy_ZIP=-0.920, Synergy_Bliss=-2.07, Synergy_Loewe=-2.34, Synergy_HSA=-1.69. (4) Drug 1: C1=NC(=NC(=O)N1C2C(C(C(O2)CO)O)O)N. Drug 2: C#CCC(CC1=CN=C2C(=N1)C(=NC(=N2)N)N)C3=CC=C(C=C3)C(=O)NC(CCC(=O)O)C(=O)O. Cell line: EKVX. Synergy scores: CSS=2.49, Synergy_ZIP=1.87, Synergy_Bliss=-0.215, Synergy_Loewe=2.94, Synergy_HSA=1.42. (5) Drug 1: CN1C2=C(C=C(C=C2)N(CCCl)CCCl)N=C1CCCC(=O)O.Cl. Drug 2: C(CCl)NC(=O)N(CCCl)N=O. Cell line: UACC-257. Synergy scores: CSS=1.98, Synergy_ZIP=-0.520, Synergy_Bliss=-0.962, Synergy_Loewe=-3.73, Synergy_HSA=-2.62. (6) Drug 1: CC1C(C(CC(O1)OC2CC(CC3=C2C(=C4C(=C3O)C(=O)C5=C(C4=O)C(=CC=C5)OC)O)(C(=O)C)O)N)O.Cl. Drug 2: C1=CN(C(=O)N=C1N)C2C(C(C(O2)CO)O)O.Cl. Cell line: MDA-MB-435. Synergy scores: CSS=16.1, Synergy_ZIP=-2.36, Synergy_Bliss=4.42, Synergy_Loewe=2.38, Synergy_HSA=2.60. (7) Drug 1: CCC(=C(C1=CC=CC=C1)C2=CC=C(C=C2)OCCN(C)C)C3=CC=CC=C3.C(C(=O)O)C(CC(=O)O)(C(=O)O)O. Drug 2: CC=C1C(=O)NC(C(=O)OC2CC(=O)NC(C(=O)NC(CSSCCC=C2)C(=O)N1)C(C)C)C(C)C. Cell line: HL-60(TB). Synergy scores: CSS=63.9, Synergy_ZIP=-1.69, Synergy_Bliss=-0.0174, Synergy_Loewe=-53.0, Synergy_HSA=-2.80.